This data is from Experimentally validated miRNA-target interactions with 360,000+ pairs, plus equal number of negative samples. The task is: Binary Classification. Given a miRNA mature sequence and a target amino acid sequence, predict their likelihood of interaction. The miRNA is ath-miR1888a with sequence UAAGUUAAGAUUUGUGAAGAA. The protein sequence of the target gene is MPCCSHRSCREDPGTSESREMDPVAFEDVAVNFTQEEWTLLDISQKNLFREVMLETFRNLTSIGKKWSDQNIEYEYQNPRRSFRSLIEEKVNEIKEDSHCGETFTQVPDDRLNFQEKKASPEVKSCDSFVCAEVGIGNSSFNMSIRGDTGHKAYEYQEYGPKPYKCQQPKNKKAFRYRPSIRTQERDHTGEKPYACKVCGKTFIFHSSIRRHMVMHSGDGTYKCKFCGKAFHSFSLYLIHERTHTGEKPYECKQCGKSFTYSATLQIHERTHTGEKPYECSKCDKAFHSSSSYHRHERSH.... Result: 0 (no interaction).